From a dataset of Full USPTO retrosynthesis dataset with 1.9M reactions from patents (1976-2016). Predict the reactants needed to synthesize the given product. (1) Given the product [C:1]12([C:11]3[C:19]4[O:18][C:17]([NH:20][C:43](=[O:44])[C:42]([F:53])([F:52])[F:41])=[N:16][C:15]=4[CH:14]=[C:13]([C:21]4[CH:22]=[CH:23][C:24]([CH:27]=[C:28]5[S:32][C:31](=[O:33])[NH:30][C:29]5=[O:34])=[CH:25][N:26]=4)[CH:12]=3)[CH2:2][CH:3]3[CH2:9][CH:7]([CH2:6][CH:5]([CH2:4]3)[CH2:10]1)[CH2:8]2, predict the reactants needed to synthesize it. The reactants are: [C:1]12([C:11]3[C:19]4[O:18][C:17]([NH2:20])=[N:16][C:15]=4[CH:14]=[C:13]([C:21]4[N:26]=[CH:25][C:24]([CH:27]=[C:28]5[S:32][C:31](=[O:33])[NH:30][C:29]5=[O:34])=[CH:23][CH:22]=4)[CH:12]=3)[CH2:10][CH:5]3[CH2:6][CH:7]([CH2:9][CH:3]([CH2:4]3)[CH2:2]1)[CH2:8]2.N1C=CC=CC=1.[F:41][C:42]([F:53])([F:52])[C:43](O[C:43](=[O:44])[C:42]([F:53])([F:52])[F:41])=[O:44]. (2) Given the product [CH:2]([C:3]1[C:10]2=[C:11]3[C:15](=[CH:16][CH:17]=[C:9]2[O:8][CH2:7][CH2:6][N:5]=1)[N:14]([S:18]([C:21]1[CH:22]=[CH:23][CH:24]=[CH:25][CH:26]=1)(=[O:20])=[O:19])[CH:13]=[CH:12]3)([CH3:1])[CH3:27], predict the reactants needed to synthesize it. The reactants are: [CH3:1][CH:2]([CH3:27])[C:3]([NH:5][CH2:6][CH2:7][O:8][C:9]1[CH:10]=[C:11]2[C:15](=[CH:16][CH:17]=1)[N:14]([S:18]([C:21]1[CH:26]=[CH:25][CH:24]=[CH:23][CH:22]=1)(=[O:20])=[O:19])[CH:13]=[CH:12]2)=O.P(Cl)(Cl)(Cl)=O. (3) Given the product [O:36]1[CH2:40][CH2:39][CH2:38][C@H:37]1[CH2:41][NH:42][C:30](=[O:31])[CH:29]([C:26]1[CH:25]=[CH:24][C:23]([C:21]2[CH:20]=[N:19][N:18]3[C:14]([C:10]4[CH:11]=[CH:12][CH:13]=[C:8]([NH:7][C:5]([NH:4][CH2:3][C:2]([F:35])([F:34])[F:1])=[O:6])[CH:9]=4)=[CH:15][N:16]=[C:17]3[CH:22]=2)=[CH:28][CH:27]=1)[CH3:33], predict the reactants needed to synthesize it. The reactants are: [F:1][C:2]([F:35])([F:34])[CH2:3][NH:4][C:5]([NH:7][C:8]1[CH:9]=[C:10]([C:14]2[N:18]3[N:19]=[CH:20][C:21]([C:23]4[CH:28]=[CH:27][C:26]([CH:29]([CH3:33])[C:30](O)=[O:31])=[CH:25][CH:24]=4)=[CH:22][C:17]3=[N:16][CH:15]=2)[CH:11]=[CH:12][CH:13]=1)=[O:6].[O:36]1[CH2:40][CH2:39][CH2:38][C@H:37]1[CH2:41][NH2:42]. (4) Given the product [CH3:1][O:2][C:3]1[CH:4]=[C:5]2[C:10](=[CH:11][CH:12]=1)[CH:9]=[C:8]([C@H:13]([CH3:17])[C:14]([O-:16])=[O:15])[CH:7]=[CH:6]2.[NH4+:18], predict the reactants needed to synthesize it. The reactants are: [CH3:1][O:2][C:3]1[CH:4]=[C:5]2[C:10](=[CH:11][CH:12]=1)[CH:9]=[C:8]([C@H:13]([CH3:17])[C:14]([OH:16])=[O:15])[CH:7]=[CH:6]2.[NH2:18]C1(CC#C)CCN(C)C1=O. (5) Given the product [ClH:29].[NH2:2][CH2:1][C:3]1[CH:4]=[CH:5][C:6]([C:9]2[N:13]([C:14]3[CH:19]=[CH:18][C:17]([O:20][CH3:21])=[CH:16][CH:15]=3)[N:12]=[C:11]([C:22]([O:24][CH2:25][CH3:26])=[O:23])[CH:10]=2)=[CH:7][CH:8]=1, predict the reactants needed to synthesize it. The reactants are: [C:1]([C:3]1[CH:8]=[CH:7][C:6]([C:9]2[N:13]([C:14]3[CH:19]=[CH:18][C:17]([O:20][CH3:21])=[CH:16][CH:15]=3)[N:12]=[C:11]([C:22]([O:24][CH2:25][CH3:26])=[O:23])[CH:10]=2)=[CH:5][CH:4]=1)#[N:2].CO.[ClH:29]. (6) Given the product [Cl:35][C:32]1[CH:33]=[CH:34][C:29]([C@@:17]2([C:27]#[N:28])[C@H:16]([CH2:37][C:38]([CH3:40])([CH3:41])[CH3:39])[NH:15][C@@H:14]([C:12]([NH:11][CH2:10][C:7]3[CH:8]=[CH:9][C:4]([C:3]([OH:43])=[O:2])=[C:5]([F:42])[CH:6]=3)=[O:13])[C@@H:18]2[C:19]2[CH:24]=[CH:23][CH:22]=[C:21]([Cl:25])[C:20]=2[F:26])=[C:30]([F:36])[CH:31]=1, predict the reactants needed to synthesize it. The reactants are: C[O:2][C:3](=[O:43])[C:4]1[CH:9]=[CH:8][C:7]([CH2:10][NH:11][C:12]([C@H:14]2[C@H:18]([C:19]3[CH:24]=[CH:23][CH:22]=[C:21]([Cl:25])[C:20]=3[F:26])[C@:17]([C:29]3[CH:34]=[CH:33][C:32]([Cl:35])=[CH:31][C:30]=3[F:36])([C:27]#[N:28])[C@H:16]([CH2:37][C:38]([CH3:41])([CH3:40])[CH3:39])[NH:15]2)=[O:13])=[CH:6][C:5]=1[F:42].O.[OH-].[Li+]. (7) Given the product [CH:48]1([C:47]2[O:46][N:45]=[C:44]([CH:51]3[CH2:53][CH:52]3[C:54]3[CH:59]=[CH:58][CH:57]=[CH:56][CH:55]=3)[C:43]=2[CH2:42][O:16][CH:14]2[CH2:15][CH:9]3[N:8]([C:6]([O:5][C:2]([CH3:1])([CH3:3])[CH3:4])=[O:7])[CH:12]([CH2:11][CH2:10]3)[CH2:13]2)[CH2:50][CH2:49]1, predict the reactants needed to synthesize it. The reactants are: [CH3:1][C:2]([O:5][C:6]([N:8]1[CH:12]2[CH2:13][CH:14]([OH:16])[CH2:15][CH:9]1[CH2:10][CH2:11]2)=[O:7])([CH3:4])[CH3:3].C1OCCOCCOCCOCCOCCOC1.CC(C)([O-])C.[K+].Cl[CH2:42][C:43]1[C:44]([CH:51]2[CH2:53][CH:52]2[C:54]2[CH:59]=[CH:58][CH:57]=[CH:56][CH:55]=2)=[N:45][O:46][C:47]=1[CH:48]1[CH2:50][CH2:49]1. (8) Given the product [ClH:22].[NH2:10][CH2:9][CH2:8][N:3]1[C:4](=[O:7])[CH2:5][NH:6][S:2]1(=[O:1])=[O:21], predict the reactants needed to synthesize it. The reactants are: [O:1]=[S:2]1(=[O:21])[NH:6][CH2:5][C:4](=[O:7])[N:3]1[CH2:8][CH2:9][NH:10]C(=O)OCC1C=CC=CC=1.[ClH:22].O1CCOCC1. (9) Given the product [CH:10]([C@H:7]1[O:6][CH2:5][C@@H:4]([NH2:1])[CH2:9][CH2:8]1)([C:17]1[CH:22]=[CH:21][CH:20]=[CH:19][CH:18]=1)[C:11]1[CH:12]=[CH:13][CH:14]=[CH:15][CH:16]=1, predict the reactants needed to synthesize it. The reactants are: [N:1]([C@H:4]1[CH2:9][CH2:8][C@@H:7]([CH:10]([C:17]2[CH:22]=[CH:21][CH:20]=[CH:19][CH:18]=2)[C:11]2[CH:16]=[CH:15][CH:14]=[CH:13][CH:12]=2)[O:6][CH2:5]1)=[N+]=[N-]. (10) Given the product [OH:2][C:3]1[C:16](=[O:17])[C:15]2[C:14]3[C:9](=[CH:10][CH:11]=[CH:12][CH:13]=3)[C:8]([CH3:18])=[CH:7][C:6]=2[C:5](=[O:19])[CH:4]=1, predict the reactants needed to synthesize it. The reactants are: C[O:2][C:3]1[C:16](=[O:17])[C:15]2[C:14]3[C:9](=[CH:10][CH:11]=[CH:12][CH:13]=3)[C:8]([CH3:18])=[CH:7][C:6]=2[C:5](=[O:19])[CH:4]=1.[OH-].[Na+].Cl.